The task is: Predict the reactants needed to synthesize the given product.. This data is from Full USPTO retrosynthesis dataset with 1.9M reactions from patents (1976-2016). (1) Given the product [C:1]1([CH3:11])[CH:2]=[CH:3][C:4]([S:7]([OH:10])(=[O:8])=[O:9])=[CH:5][CH:6]=1.[Cl:12][C:13]1[CH:18]=[CH:17][C:16]([CH:19]2[N:23]([C:24]3[CH:29]=[CH:28][C:27]([Cl:30])=[CH:26][C:25]=3[Cl:31])[N:22]=[C:21]([C:32]([NH:34][N:35]3[CH2:36][CH2:37][CH2:38][CH2:39][CH2:40]3)=[O:33])[CH2:20]2)=[CH:15][CH:14]=1, predict the reactants needed to synthesize it. The reactants are: [C:1]1([CH3:11])[CH:6]=[CH:5][C:4]([S:7]([OH:10])(=[O:9])=[O:8])=[CH:3][CH:2]=1.[Cl:12][C:13]1[CH:18]=[CH:17][C:16]([CH:19]2[N:23]([C:24]3[CH:29]=[CH:28][C:27]([Cl:30])=[CH:26][C:25]=3[Cl:31])[N:22]=[C:21]([C:32]([NH:34][N:35]3[CH2:40][CH2:39][CH2:38][CH2:37][CH2:36]3)=[O:33])[CH2:20]2)=[CH:15][CH:14]=1. (2) Given the product [Cl:12][C:8]1[C:9]2[C:4](=[CH:3][C:2]([C:15]3[CH:16]=[C:17]([CH:27]=[CH:28][C:14]=3[CH3:13])[C:18]([NH:20][C:21]3[N:25]([CH3:26])[N:24]=[CH:23][CH:22]=3)=[O:19])=[CH:11][CH:10]=2)[CH:5]=[N:6][N:7]=1, predict the reactants needed to synthesize it. The reactants are: Br[C:2]1[CH:3]=[C:4]2[C:9](=[CH:10][CH:11]=1)[C:8]([Cl:12])=[N:7][N:6]=[CH:5]2.[CH3:13][C:14]1[CH:28]=[CH:27][C:17]([C:18]([NH:20][C:21]2[N:25]([CH3:26])[N:24]=[CH:23][CH:22]=2)=[O:19])=[CH:16][C:15]=1B1OC(C)(C)C(C)(C)O1.C(=O)([O-])[O-].[Na+].[Na+].O.